Dataset: Full USPTO retrosynthesis dataset with 1.9M reactions from patents (1976-2016). Task: Predict the reactants needed to synthesize the given product. Given the product [ClH:57].[CH3:38][N:22]([CH3:21])[CH2:23][C@H:24]([CH3:37])[C@@:25]([C:29]1[CH:34]=[CH:33][CH:32]=[C:31]([O:35][CH3:36])[CH:30]=1)([OH:28])[CH2:26][CH3:27], predict the reactants needed to synthesize it. The reactants are: B(O)(O)[C@H]1N(C([C@@H](N)C(C)C)=O)CCC1.CS(O)(=O)=O.[CH3:21][N:22]([CH3:38])[CH2:23][C@H:24]([CH3:37])[C@@:25]([C:29]1[CH:34]=[CH:33][CH:32]=[C:31]([O:35][CH3:36])[CH:30]=1)([OH:28])[CH2:26][CH3:27].CN(C)C[C@H](C)[C@](C1C=CC=C(OC)C=1)(O)CC.[ClH:57].